Dataset: Reaction yield outcomes from USPTO patents with 853,638 reactions. Task: Predict the reaction yield, written as a fraction of the theoretical maximum amount of product (1.0 means a 100% yield; for example, 0.34 means a 34% yield). The reactants are O.[NH2:2]N.C[N:5](/[CH:7]=[N:8]/[C:9]([C:11]1[C:19]2[N:18]=[C:17]([CH3:20])[N:16]([CH2:21][C:22]3[C:31]4[C:26](=[CH:27][CH:28]=[CH:29][CH:30]=4)[CH:25]=[CH:24][CH:23]=3)[C:15]=2[CH:14]=[C:13]([N:32]2[CH2:37][CH2:36][O:35][CH2:34][CH2:33]2)[CH:12]=1)=O)C.C([O-])([O-])=O.[Na+].[Na+]. The catalyst is C(O)(=O)C. The product is [CH3:20][C:17]1[N:16]([CH2:21][C:22]2[C:31]3[C:26](=[CH:27][CH:28]=[CH:29][CH:30]=3)[CH:25]=[CH:24][CH:23]=2)[C:15]2[CH:14]=[C:13]([N:32]3[CH2:33][CH2:34][O:35][CH2:36][CH2:37]3)[CH:12]=[C:11]([C:9]3[N:8]=[CH:7][NH:5][N:2]=3)[C:19]=2[N:18]=1. The yield is 0.720.